This data is from Peptide-MHC class I binding affinity with 185,985 pairs from IEDB/IMGT. The task is: Regression. Given a peptide amino acid sequence and an MHC pseudo amino acid sequence, predict their binding affinity value. This is MHC class I binding data. (1) The peptide sequence is RRLTARGIL. The MHC is Mamu-B08 with pseudo-sequence Mamu-B08. The binding affinity (normalized) is 0.851. (2) The peptide sequence is DVPSPAAAQK. The MHC is HLA-A68:01 with pseudo-sequence HLA-A68:01. The binding affinity (normalized) is 0.514. (3) The peptide sequence is SSILNLHTL. The MHC is HLA-A02:06 with pseudo-sequence HLA-A02:06. The binding affinity (normalized) is 0.586. (4) The peptide sequence is FVHTLLKTY. The MHC is HLA-B15:09 with pseudo-sequence HLA-B15:09. The binding affinity (normalized) is 0.0847.